From a dataset of Experimentally validated miRNA-target interactions with 360,000+ pairs, plus equal number of negative samples. Binary Classification. Given a miRNA mature sequence and a target amino acid sequence, predict their likelihood of interaction. (1) The miRNA is hsa-miR-4718 with sequence AGCUGUACCUGAAACCAAGCA. The protein sequence of the target gene is MASLGLQLVGYILGLLGLLGTLVAMLLPSWKTSSYVGASIVTAVGFSKGLWMECATHSTGITQCDIYSTLLGLPADIQAAQAMMVTSSAISSLACIISVVGMRCTVFCQESRAKDRVAVAGGVFFILGGLLGFIPVAWNLHGILRDFYSPLVPDSMKFEIGEALYLGIISSLFSLIAGIILCFSCSSQRNRSNYYDAYQAQPLATRSSPRPGQPPKVKSEFNSYSLTGYV. Result: 0 (no interaction). (2) The miRNA is rno-miR-92a-3p with sequence UAUUGCACUUGUCCCGGCCUG. The protein sequence of the target gene is MRTALLLLAALAVATGPALTLRCHVCTSSSNCKHSVVCPASSRFCKTTNTVEPLRGNLVKKDCAESCTPSYTLQGQVSSGTSSTQCCQEDLCNEKLHNAAPTRTALAHSALSLGLALSLLAVILAPSL. Result: 0 (no interaction). (3) The miRNA is hsa-miR-6762-3p with sequence UGGCUGCUUCCCUUGGUCUCCAG. The protein sequence of the target gene is MNLDSIHRLIEETQIFQMQQSSIKSRGDMVAPASPPRDTCNTCFPLHGLQSHAAHNFCAHSYNTNKWDICEELRLRELEEVKARAAQMEKTMRWWSDCTANWREKWSKVRAERNSAREEGRQLRIKLEMAMKELSTLKKKQSLPPQKEALEAKVTQDLKLPGFVEESCEHTDQFQLSSQMHESIREYLVKRQFSTKEDTNNKEQGVVIDSLKLSEEMKPNLDGVDLFNNGGSGNGETKTGLRLKAINLPLENEVTEISALQVHLDEFQKILWKEREMRTALEKEIERLESALSLWKWKYE.... Result: 0 (no interaction). (4) The miRNA is mmu-miR-683 with sequence CCUGCUGUAAGCUGUGUCCUC. The protein sequence of the target gene is MALRLGRLGSDPWWRAVLGDYAQLRAASPRCASARVCQLPGTAGPQPRRGLGYGPWARGGSGLGTRLAATLAGLAGLAAAAFGHVQRAEMVPKSSGARSPSPGRREEDGDELARRCSTFMSSPVTELRELRRRPEDMKTKMELMIMETQAQVCRALAQVDGVADFTVDRWERKEGGGGITCVLQDGRVFEKAGVSISVVHGNLSEEAANQMRGRGKTLKTKDSKLPFTAMGVSSVIHPKNPYAPTMHFNYRYFEVEEADGNTHWWFGGGCDLTPTYLNQEDAVHFHRTLKEACDQHGPDI.... Result: 1 (interaction). (5) The miRNA is hsa-miR-6890-5p with sequence CAUGGGGUAGGGCAGAGUAGG. The protein sequence of the target gene is MIVQRVVLNSRPGKNGNPVAENFRMEEVYLPDNINEGQVQVRTLYLSVDPYMRCRMNEDTGTDYITPWQLSQVVDGGGIGIIEESKHTNLTKGDFVTSFYWPWQTKVILDGNSLEKVDPQLVDGHLSYFLGAIGMPGLTSLIGIQEKGHITAGSNKTMVVSGAAGACGSVAGQIGHFLGCSRVVGICGTHEKCILLTSELGFDAAINYKKDNVAEQLRESCPAGVDVYFDNVGGNISDTVISQMNENSHIILCGQISQYNKDVPYPPPLSPAIEAIQKERNITRERFLVLNYKDKFEPGI.... Result: 1 (interaction). (6) The miRNA is hsa-miR-1245a with sequence AAGUGAUCUAAAGGCCUACAU. The protein sequence of the target gene is MKRCRSDELQQQQGEEDGAGLEDAASHLPGADLRPGETTGANSAGGPTSDAGAAAAPNPGPRSKPPDLKKIQQLSEGSMFGHGLKHLFHSRRRSREREHQTSQDSQQHQQQQGMSDHDSPDEKERSPEMHRVSYAMSLHDLPARPTAFNRVLQQIRSRPSIKRGASLHSSSGGGSSGSSSRRTKSSSLEPQRGSPHLLRKAPQDSSLAAILHQHQCRPRSSSTTDTALLLADGSNVYLLAEEAEGIGDKVDKGDLVALSLPAGHGDTDGPISLDVPDGAPDPQRTKAAIDHLHQKILKIT.... Result: 0 (no interaction).